From a dataset of Full USPTO retrosynthesis dataset with 1.9M reactions from patents (1976-2016). Predict the reactants needed to synthesize the given product. (1) The reactants are: [CH3:1][C:2]1([CH3:27])[C:10]2[C:5](=[CH:6][C:7]([N:11]3[C:15](=[O:16])[C:14]([CH3:18])([CH3:17])[N:13]([CH2:19][C:20]4[CH:25]=[CH:24][N:23]=[CH:22][CH:21]=4)[C:12]3=[O:26])=[CH:8][CH:9]=2)[NH:4][CH2:3]1.C(O)(=O)C(O)=O.CS(O[CH:39]1[CH2:42][N:41]([CH:43]2[CH2:48][CH2:47][CH2:46][CH2:45][CH2:44]2)[CH2:40]1)(=O)=O. Given the product [CH:43]1([N:41]2[CH2:42][CH:39]([N:4]3[C:5]4[C:10](=[CH:9][CH:8]=[C:7]([N:11]5[C:15](=[O:16])[C:14]([CH3:17])([CH3:18])[N:13]([CH2:19][C:20]6[CH:25]=[CH:24][N:23]=[CH:22][CH:21]=6)[C:12]5=[O:26])[CH:6]=4)[C:2]([CH3:27])([CH3:1])[CH2:3]3)[CH2:40]2)[CH2:48][CH2:47][CH2:46][CH2:45][CH2:44]1, predict the reactants needed to synthesize it. (2) Given the product [C:1]([C:5]1[C:9]([C:10]2[CH:20]=[CH:19][C:13]([C:14]([N:16]([CH3:18])[CH3:17])=[O:15])=[CH:12][CH:11]=2)([NH:24][OH:23])[C:8](=[O:21])[N:7]([CH3:22])[N:6]=1)([CH3:4])([CH3:2])[CH3:3], predict the reactants needed to synthesize it. The reactants are: [C:1]([C:5]1[C:9]([C:10]2[CH:20]=[CH:19][C:13]([C:14]([N:16]([CH3:18])[CH3:17])=[O:15])=[CH:12][CH:11]=2)=[C:8]([OH:21])[N:7]([CH3:22])[N:6]=1)([CH3:4])([CH3:3])[CH3:2].[OH:23][NH:24]S(C1C=CC=CC=1S(C)(=O)=O)(=O)=O.C(=O)([O-])[O-].[K+].[K+].C(CN(CC(O)=O)CCN(CCN(CC(O)=O)CC(O)=O)CC(O)=O)(O)=O. (3) Given the product [NH2:86][CH2:85][CH2:84][C:83]1[CH:94]=[CH:95][C:80]([O:79][CH2:78][CH2:77][N:75]([CH3:76])[C:73]([C:72]2[CH:71]=[C:70]([S:67]([C:54]3[CH:55]=[C:56]4[C:51](=[C:52]([CH3:99])[CH:53]=3)[N:50]=[CH:49][C:48]([C:45]([NH2:46])=[O:47])=[C:57]4[NH:58][C:59]3[CH:64]=[CH:63][CH:62]=[C:61]([O:65][CH3:66])[CH:60]=3)(=[O:68])=[O:69])[CH:98]=[CH:97][CH:96]=2)=[O:74])=[CH:81][CH:82]=1, predict the reactants needed to synthesize it. The reactants are: NCCC1C=CC(NC(C2C=C(S(C3C=C4C(=C(C)C=3)N=CC(C(N)=O)=C4NC3C=CC=C(OC)C=3)(=O)=O)C=CC=2)=O)=CC=1.[C:45]([C:48]1[CH:49]=[N:50][C:51]2[C:56]([C:57]=1[NH:58][C:59]1[CH:64]=[CH:63][CH:62]=[C:61]([O:65][CH3:66])[CH:60]=1)=[CH:55][C:54]([S:67]([C:70]1[CH:71]=[C:72]([CH:96]=[CH:97][CH:98]=1)[C:73]([N:75]([CH2:77][CH2:78][O:79][C:80]1[CH:95]=[CH:94][C:83]([CH2:84][CH2:85][NH:86]C(=O)OC(C)(C)C)=[CH:82][CH:81]=1)[CH3:76])=[O:74])(=[O:69])=[O:68])=[CH:53][C:52]=2[CH3:99])(=[O:47])[NH2:46].